Dataset: Full USPTO retrosynthesis dataset with 1.9M reactions from patents (1976-2016). Task: Predict the reactants needed to synthesize the given product. (1) The reactants are: C([O:8][C:9]1[CH:36]=[CH:35][C:12]([CH2:13][N:14]([CH2:27][CH2:28][C:29]2[CH:34]=[CH:33][CH:32]=[CH:31][N:30]=2)[C:15](=[O:26])[CH2:16][CH2:17][CH2:18][CH2:19][C:20]2[CH:25]=[CH:24][CH:23]=[CH:22][CH:21]=2)=[CH:11][C:10]=1[O:37][CH3:38])C1C=CC=CC=1. Given the product [OH:8][C:9]1[CH:36]=[CH:35][C:12]([CH2:13][N:14]([CH2:27][CH2:28][C:29]2[CH:34]=[CH:33][CH:32]=[CH:31][N:30]=2)[C:15](=[O:26])[CH2:16][CH2:17][CH2:18][CH2:19][C:20]2[CH:25]=[CH:24][CH:23]=[CH:22][CH:21]=2)=[CH:11][C:10]=1[O:37][CH3:38], predict the reactants needed to synthesize it. (2) Given the product [Br:1][C:2]1[C:3]([N:20]2[CH2:25][CH2:24][N:23]([CH2:51][C:52]([NH:54][C:55]3[S:56][CH:57]=[CH:58][N:59]=3)=[O:53])[CH2:22][CH2:21]2)=[C:4]2[N:10]=[C:9]([C:11]3[CH:19]=[N:17][CH:14]=[CH:15][CH:16]=3)[NH:8][C:5]2=[N:6][CH:7]=1, predict the reactants needed to synthesize it. The reactants are: [Br:1][C:2]1[C:3]([N:20]2[CH2:25][CH2:24][N:23](C(NC3C=CC=CC=3)=O)[CH2:22][CH2:21]2)=[C:4]2[N:10]=[C:9]([C:11]3[CH:16]=[CH:15][C:14]([N:17]([CH3:19])C)=CC=3)[NH:8][C:5]2=[N:6][CH:7]=1.NC1C([N+]([O-])=O)=C(N2CCN([CH2:51][C:52]([NH:54][C:55]3[S:56][CH:57]=[CH:58][N:59]=3)=[O:53])CC2)C(Br)=CN=1.[O-]S(S([O-])=O)=O.[Na+].[Na+].N1C=CC=C(C=O)C=1. (3) Given the product [P:10]([CH2:14][N:1]([CH2:6][C:7]([OH:9])=[O:8])[CH2:2][C:3]([OH:5])=[O:4])([OH:13])([OH:12])=[O:11], predict the reactants needed to synthesize it. The reactants are: [NH:1]([CH2:6][C:7]([OH:9])=[O:8])[CH2:2][C:3]([OH:5])=[O:4].[P:10]([OH:13])([OH:12])[OH:11].[CH2:14]=O. (4) Given the product [CH3:1][C:2]1[NH:3][C:4]2[C:9]([C:10]=1[CH:11]1[CH2:16][CH2:15][N:14]([CH3:17])[CH2:13][CH2:12]1)=[CH:8][C:7]([O:18][S:25]([C:19]1[CH:24]=[CH:23][CH:22]=[CH:21][CH:20]=1)(=[O:27])=[O:26])=[CH:6][CH:5]=2, predict the reactants needed to synthesize it. The reactants are: [CH3:1][C:2]1[NH:3][C:4]2[C:9]([C:10]=1[CH:11]1[CH2:16][CH2:15][N:14]([CH3:17])[CH2:13][CH2:12]1)=[CH:8][C:7]([OH:18])=[CH:6][CH:5]=2.[C:19]1([S:25](Cl)(=[O:27])=[O:26])[CH:24]=[CH:23][CH:22]=[CH:21][CH:20]=1.[OH-].[Na+]. (5) The reactants are: [Br:1][C:2]1[CH:10]=[C:9]([F:11])[CH:8]=[C:7]2[C:3]=1[C:4]([S:16][C:17]1[CH:22]=[CH:21][C:20]([Cl:23])=[CH:19][CH:18]=1)=[C:5]([C:12]([O:14][CH3:15])=[O:13])[NH:6]2.[H-].[Na+].Br[CH2:27][CH2:28][CH2:29][C:30]([O:32][CH2:33][CH3:34])=[O:31]. Given the product [Br:1][C:2]1[CH:10]=[C:9]([F:11])[CH:8]=[C:7]2[C:3]=1[C:4]([S:16][C:17]1[CH:22]=[CH:21][C:20]([Cl:23])=[CH:19][CH:18]=1)=[C:5]([C:12]([O:14][CH3:15])=[O:13])[N:6]2[CH2:27][CH2:28][CH2:29][C:30]([O:32][CH2:33][CH3:34])=[O:31], predict the reactants needed to synthesize it.